This data is from Forward reaction prediction with 1.9M reactions from USPTO patents (1976-2016). The task is: Predict the product of the given reaction. (1) Given the reactants FC1C=C([C@]2(NC(=O)C3C=CC([C@@H:31]([OH:36])[C:32]([F:35])([F:34])[F:33])=CC=3)C3=NC=CC=C3OCC2)C=CC=1OC(F)(F)F.[F:38][C:39]1[CH:40]=[C:41]([C@:50]2([NH:60][C:61](=[O:74])[C:62]3[CH:67]=[CH:66][C:65]([C@H:68]([OH:73])[C:69]([F:72])([F:71])[F:70])=[CH:64][CH:63]=3)[C:55]3=[N:56][CH:57]=[CH:58][CH:59]=[C:54]3[O:53][CH2:52][CH2:51]2)[CH:42]=[CH:43][C:44]=1[O:45][C:46]([F:49])([F:48])[F:47].CC(OI1(OC(C)=O)(OC(C)=O)OC(=O)C2C=CC=CC1=2)=O.C([O-])(O)=O.[Na+], predict the reaction product. The product is: [F:33][C:32]([F:35])([F:34])[C:31]([OH:36])=[O:45].[F:38][C:39]1[CH:40]=[C:41]([C@:50]2([NH:60][C:61](=[O:74])[C:62]3[CH:67]=[CH:66][C:65]([C:68](=[O:73])[C:69]([F:71])([F:72])[F:70])=[CH:64][CH:63]=3)[C:55]3=[N:56][CH:57]=[CH:58][CH:59]=[C:54]3[O:53][CH2:52][CH2:51]2)[CH:42]=[CH:43][C:44]=1[O:45][C:46]([F:48])([F:47])[F:49]. (2) Given the reactants [Cl:1][C:2]1[CH:7]=[CH:6][C:5]([C:8]2([C:11]([N:13]3[CH2:17][CH:16]([CH2:18][OH:19])[CH:15]([C:20]4[CH:25]=[CH:24][CH:23]=[CH:22][C:21]=4O)[CH2:14]3)=[O:12])[CH2:10][CH2:9]2)=[CH:4][CH:3]=1.C1(P(C2C=CC=CC=2)C2C=CC=CC=2)C=CC=CC=1.N(C(OC(C)C)=O)=NC(OC(C)C)=O.O1CCCC1, predict the reaction product. The product is: [Cl:1][C:2]1[CH:7]=[CH:6][C:5]([C:8]2([C:11]([N:13]3[CH2:14][CH:15]4[C:20]5[CH:25]=[CH:24][CH:23]=[CH:22][C:21]=5[O:19][CH2:18][CH:16]4[CH2:17]3)=[O:12])[CH2:10][CH2:9]2)=[CH:4][CH:3]=1. (3) Given the reactants [Cl:1][C:2]1[CH:3]=[C:4]([OH:9])[CH:5]=[CH:6][C:7]=1[Cl:8].Br[CH2:11][C:12]1[CH:22]=[CH:21][C:15]([C:16]([O:18][CH2:19][CH3:20])=[O:17])=[CH:14][CH:13]=1.C(=O)([O-])[O-].[K+].[K+], predict the reaction product. The product is: [Cl:1][C:2]1[CH:3]=[C:4]([CH:5]=[CH:6][C:7]=1[Cl:8])[O:9][CH2:11][C:12]1[CH:22]=[CH:21][C:15]([C:16]([O:18][CH2:19][CH3:20])=[O:17])=[CH:14][CH:13]=1. (4) Given the reactants [NH2:1][C:2]1[C:3]([C:20]([NH:22][NH:23][C:24](=[O:30])[C:25]([O:27][CH2:28][CH3:29])=[O:26])=O)=[N:4][C:5]([C:8]2[CH:13]=[CH:12][C:11]([S:14]([CH:17]([CH3:19])[CH3:18])(=[O:16])=[O:15])=[CH:10][CH:9]=2)=[CH:6][N:7]=1.C(N(CC)CC)C.CC1C=CC(S(Cl)(=O)=O)=CC=1, predict the reaction product. The product is: [NH2:1][C:2]1[C:3]([C:20]2[O:30][C:24]([C:25]([O:27][CH2:28][CH3:29])=[O:26])=[N:23][N:22]=2)=[N:4][C:5]([C:8]2[CH:13]=[CH:12][C:11]([S:14]([CH:17]([CH3:19])[CH3:18])(=[O:15])=[O:16])=[CH:10][CH:9]=2)=[CH:6][N:7]=1. (5) Given the reactants C1C=CC2N(O)N=NC=2C=1.ON1C2C=CC=CC=2N=N1.[CH3:21][N:22]1[C:26](=[O:27])CC[CH2:23]1.[CH3:28][N:29]1[CH2:33]CC[C:30]1=[O:34], predict the reaction product. The product is: [CH3:21][N:22]([CH:26]=[O:27])[CH3:23].[CH3:28][N:29]([CH3:33])[CH:30]=[O:34]. (6) Given the reactants [CH2:1]([O:3][C:4]([C:6]1[N:7]=CS[CH:10]=1)=O)[CH3:2].[F:11][C:12]1[CH:17]=[CH:16]C(C2N=C(C)OC=2C(=S)N)=[CH:14][CH:13]=1.BrCC(=O)C([O-])=O.[CH2:34]([O:36][C:37](C1N=C(C2OC(C)=NC=2C2C=CC(F)=CC=2)SC=1)=[O:38])C.CC(N)C, predict the reaction product. The product is: [CH3:34][O:36][C:37]([C:4]1[O:3][C:1]([CH3:2])=[N:7][C:6]=1[C:10]1[CH:14]=[CH:13][C:12]([F:11])=[CH:17][CH:16]=1)=[O:38]. (7) Given the reactants [F:1][C:2]1[CH:8]=[C:7]([I:9])[CH:6]=[CH:5][C:3]=1[NH2:4].[Li+].C[Si]([N-][Si](C)(C)C)(C)C.Cl[C:21]1[N:22]([CH3:33])[C:23](=[O:32])[C:24]([CH3:31])=[CH:25][C:26]=1[C:27]([O:29][CH3:30])=[O:28], predict the reaction product. The product is: [F:1][C:2]1[CH:8]=[C:7]([I:9])[CH:6]=[CH:5][C:3]=1[NH:4][C:21]1[N:22]([CH3:33])[C:23](=[O:32])[C:24]([CH3:31])=[CH:25][C:26]=1[C:27]([O:29][CH3:30])=[O:28].